This data is from Reaction yield outcomes from USPTO patents with 853,638 reactions. The task is: Predict the reaction yield, written as a fraction of the theoretical maximum amount of product (1.0 means a 100% yield; for example, 0.34 means a 34% yield). (1) The reactants are Br[C:2]1[CH:3]=[CH:4][C:5]([O:8][C:9]2[CH:14]=[CH:13][CH:12]=[CH:11][CH:10]=2)=[N:6][CH:7]=1.C([Li])CCC.CN(C)[CH:22]=[O:23]. The catalyst is O1CCCC1. The product is [O:8]([C:5]1[N:6]=[CH:7][C:2]([CH:22]=[O:23])=[CH:3][CH:4]=1)[C:9]1[CH:14]=[CH:13][CH:12]=[CH:11][CH:10]=1. The yield is 0.320. (2) The reactants are [CH3:24][NH:23][S:20]([C:17]1[CH:18]=[CH:19][C:14]([S:13][S:13][C:14]2[CH:19]=[CH:18][C:17]([S:20]([NH:23][CH3:24])(=[O:22])=[O:21])=[CH:16][C:15]=2[N+:25]([O-])=O)=[C:15]([N+:25]([O-])=O)[CH:16]=1)(=[O:21])=[O:22].O.O.[Sn](Cl)(Cl)(Cl)Cl.[C:38](#N)[CH2:39][C:40]#[N:41]. The catalyst is C(O)C.Cl.O. The product is [CH3:24][NH:23][S:20]([C:17]1[CH:18]=[CH:19][C:14]2[S:13][C:38]([CH2:39][C:40]#[N:41])=[N:25][C:15]=2[CH:16]=1)(=[O:21])=[O:22]. The yield is 0.0800.